From a dataset of Full USPTO retrosynthesis dataset with 1.9M reactions from patents (1976-2016). Predict the reactants needed to synthesize the given product. (1) Given the product [S:32]([OH:36])([OH:35])(=[O:34])=[O:33].[F:1][C:2]1[CH:7]=[CH:6][C:5]([F:8])=[CH:4][C:3]=1[C@H:9]1[CH2:13][CH2:12][CH2:11][N:10]1[C:14]1[CH:19]=[CH:18][N:17]2[N:20]=[CH:21][C:22]([NH:23][C:24]([N:26]3[CH2:30][CH2:29][C@H:28]([OH:31])[CH2:27]3)=[O:25])=[C:16]2[N:15]=1, predict the reactants needed to synthesize it. The reactants are: [F:1][C:2]1[CH:7]=[CH:6][C:5]([F:8])=[CH:4][C:3]=1[C@H:9]1[CH2:13][CH2:12][CH2:11][N:10]1[C:14]1[CH:19]=[CH:18][N:17]2[N:20]=[CH:21][C:22]([NH:23][C:24]([N:26]3[CH2:30][CH2:29][C@H:28]([OH:31])[CH2:27]3)=[O:25])=[C:16]2[N:15]=1.[S:32](=[O:36])(=[O:35])([OH:34])[OH:33].C(OC)(C)(C)C. (2) Given the product [CH3:1][C:2]1[CH:7]=[C:6]([CH3:8])[CH:5]=[CH:4][C:3]=1[CH:9]([C:31]1[CH:32]=[CH:33][CH:34]=[CH:35][CH:36]=1)[NH:10][C:11](=[O:30])[CH2:12][C:13]1[CH:18]=[CH:17][C:16]([O:19][CH2:20][CH:21]([OH:22])[C:23]2[C:24]([CH3:29])=[N:25][CH:26]=[CH:27][CH:28]=2)=[CH:15][CH:14]=1, predict the reactants needed to synthesize it. The reactants are: [CH3:1][C:2]1[CH:7]=[C:6]([CH3:8])[CH:5]=[CH:4][C:3]=1[CH:9]([C:31]1[CH:36]=[CH:35][CH:34]=[CH:33][CH:32]=1)[NH:10][C:11](=[O:30])[CH2:12][C:13]1[CH:18]=[CH:17][C:16]([O:19][CH2:20][C:21]([C:23]2[C:24]([CH3:29])=[N:25][CH:26]=[CH:27][CH:28]=2)=[O:22])=[CH:15][CH:14]=1.[BH4-].[Na+].O. (3) Given the product [CH3:9][N:8]([CH2:10][C:11]1[CH:21]=[C:15]([CH2:16][OH:17])[CH:14]=[C:13]([CH2:22][OH:23])[CH:12]=1)[CH3:7], predict the reactants needed to synthesize it. The reactants are: [H-].[H-].[H-].[H-].[Li+].[Al+3].[CH3:7][N:8]([CH2:10][C:11]1[CH:12]=[C:13]([C:22](OCC)=[O:23])[CH:14]=[C:15]([CH:21]=1)[C:16](OCC)=[O:17])[CH3:9].ClCCl. (4) Given the product [CH2:22]([O:21][C:19](=[O:20])[CH2:18][S:16][C:4]1[C:5]([C:14]#[N:15])=[C:6]([C:8]2[CH:13]=[CH:12][CH:11]=[CH:10][CH:9]=2)[N:7]=[C:2]([NH2:1])[N:3]=1)[C:23]1[CH:28]=[CH:27][CH:26]=[CH:25][CH:24]=1, predict the reactants needed to synthesize it. The reactants are: [NH2:1][C:2]1[NH:3][C:4](=[S:16])[C:5]([C:14]#[N:15])=[C:6]([C:8]2[CH:13]=[CH:12][CH:11]=[CH:10][CH:9]=2)[N:7]=1.Cl[CH2:18][C:19]([O:21][CH2:22][C:23]1[CH:28]=[CH:27][CH:26]=[CH:25][CH:24]=1)=[O:20].C[O-].[Na+]. (5) Given the product [C:15]([N:11]1[CH2:12][CH2:13][CH2:14][C@@H:9]([NH:8][C:6]2[C:5]([F:19])=[CH:4][N:3]=[C:2]([NH:20][C:21]3[CH:22]=[C:23]4[C:27](=[CH:28][CH:29]=3)[C:26](=[O:30])[N:25]([CH3:31])[C:24]4=[O:32])[N:7]=2)[CH2:10]1)(=[O:18])[CH:16]=[CH2:17], predict the reactants needed to synthesize it. The reactants are: Cl[C:2]1[N:7]=[C:6]([NH:8][C@@H:9]2[CH2:14][CH2:13][CH2:12][N:11]([C:15](=[O:18])[CH:16]=[CH2:17])[CH2:10]2)[C:5]([F:19])=[CH:4][N:3]=1.[NH2:20][C:21]1[CH:22]=[C:23]2[C:27](=[CH:28][CH:29]=1)[C:26](=[O:30])[N:25]([CH3:31])[C:24]2=[O:32].C([O-])([O-])=O.[Cs+].[Cs+].CN(C1C(C2C(P(C3CCCCC3)C3CCCCC3)=CC=CC=2)=CC=CC=1)C.